The task is: Predict the reaction yield, written as a fraction of the theoretical maximum amount of product (1.0 means a 100% yield; for example, 0.34 means a 34% yield).. This data is from Reaction yield outcomes from USPTO patents with 853,638 reactions. (1) The reactants are [CH2:1]([C@H:8]([NH:44][C:45](=[O:51])[O:46][C:47]([CH3:50])([CH3:49])[CH3:48])[C@@H:9]([O:36][Si](C(C)(C)C)(C)C)[CH2:10][C@@H:11]([NH:25][C:26]([O:28][CH2:29][C:30]1[CH:35]=[CH:34][CH:33]=[CH:32][CH:31]=1)=[O:27])[CH2:12][C:13]1[CH:18]=[CH:17][C:16]([C:19]2[CH:24]=[CH:23][N:22]=[CH:21][CH:20]=2)=[CH:15][CH:14]=1)[C:2]1[CH:7]=[CH:6][CH:5]=[CH:4][CH:3]=1.[F-].C([N+](CCCC)(CCCC)CCCC)CCC. The catalyst is O1CCCC1. The product is [CH2:1]([C@H:8]([NH:44][C:45](=[O:51])[O:46][C:47]([CH3:49])([CH3:48])[CH3:50])[C@@H:9]([OH:36])[CH2:10][C@@H:11]([NH:25][C:26]([O:28][CH2:29][C:30]1[CH:35]=[CH:34][CH:33]=[CH:32][CH:31]=1)=[O:27])[CH2:12][C:13]1[CH:18]=[CH:17][C:16]([C:19]2[CH:20]=[CH:21][N:22]=[CH:23][CH:24]=2)=[CH:15][CH:14]=1)[C:2]1[CH:3]=[CH:4][CH:5]=[CH:6][CH:7]=1. The yield is 0.580. (2) The reactants are [C:1]1([OH:11])[C:10]2[C:5](=[CH:6][CH:7]=[CH:8][CH:9]=2)[CH:4]=[CH:3][CH:2]=1.O.[C:13]1(C)[CH:18]=[CH:17][C:16](S(O)(=O)=O)=[CH:15][CH:14]=1.C1CCC=CC=1. The catalyst is C1(C)C=CC=CC=1. The product is [CH:9]1[C:10]2[C:1]3[O:11][C:14]4[CH2:15][CH2:16][CH2:17][CH2:18][C:13]=4[C:2]=3[CH:3]=[CH:4][C:5]=2[CH:6]=[CH:7][CH:8]=1. The yield is 0.250.